From a dataset of Forward reaction prediction with 1.9M reactions from USPTO patents (1976-2016). Predict the product of the given reaction. (1) Given the reactants C([N:8]1[CH:14]2[CH2:15][CH2:16][CH2:17][CH:9]1[CH2:10][N:11]([C:18](=[O:21])[CH2:19][CH3:20])[CH2:12][CH2:13]2)C1C=CC=CC=1, predict the reaction product. The product is: [C:18]([N:11]1[CH2:12][CH2:13][CH:14]2[NH:8][CH:9]([CH2:17][CH2:16][CH2:15]2)[CH2:10]1)(=[O:21])[CH2:19][CH3:20]. (2) Given the reactants C([O:3][C:4](=[O:22])[CH2:5][C:6]1[CH:7]=[C:8]2[C:12](=[C:13]([NH2:15])[CH:14]=1)[NH:11][C:10]([C:16]1[CH:21]=[CH:20][CH:19]=[CH:18][CH:17]=1)=[CH:9]2)C.O=[C:24]1[CH2:29][CH2:28][O:27][CH2:26][CH2:25]1, predict the reaction product. The product is: [C:16]1([C:10]2[NH:11][C:12]3[C:8]([CH:9]=2)=[CH:7][C:6]([CH2:5][C:4]([OH:3])=[O:22])=[CH:14][C:13]=3[NH:15][CH:24]2[CH2:29][CH2:28][O:27][CH2:26][CH2:25]2)[CH:17]=[CH:18][CH:19]=[CH:20][CH:21]=1. (3) Given the reactants [C:1]([NH2:9])(=[S:8])[C:2]1[CH:7]=[CH:6][CH:5]=[N:4][CH:3]=1.[F:10][C:11]1[CH:16]=[CH:15][CH:14]=[CH:13][C:12]=1[C:17](=O)[CH3:18].S1[CH:24]=[CH:23][N:22]=C1, predict the reaction product. The product is: [F:10][C:11]1[CH:16]=[CH:15][CH:14]=[CH:13][C:12]=1[C:17]1[NH:22][C:23]2[C:24]([CH:18]=1)=[CH:17][C:12]([C:13]1[N:9]=[C:1]([C:2]3[CH:3]=[N:4][CH:5]=[CH:6][CH:7]=3)[S:8][C:14]=1[CH3:15])=[CH:11][CH:16]=2. (4) Given the reactants [Br:1][C:2]1[CH:7]=[CH:6][CH:5]=[C:4]([Br:8])[C:3]=1[C:9]1[NH:10][C:11]2[C:12]([N:26]=1)=[C:13]1[C:18](=[C:19]3[CH:24]=[CH:23][CH:22]=[CH:21][C:20]=23)[N+:17]([O-])=[CH:16][CH:15]=[CH:14]1.P(Cl)(Cl)([Cl:29])=O, predict the reaction product. The product is: [Cl:29][C:16]1[CH:15]=[CH:14][C:13]2[C:18](=[C:19]3[CH:24]=[CH:23][CH:22]=[CH:21][C:20]3=[C:11]3[NH:10][C:9]([C:3]4[C:2]([Br:1])=[CH:7][CH:6]=[CH:5][C:4]=4[Br:8])=[N:26][C:12]3=2)[N:17]=1.